From a dataset of Full USPTO retrosynthesis dataset with 1.9M reactions from patents (1976-2016). Predict the reactants needed to synthesize the given product. Given the product [Cl:12][C:13]1[CH:19]=[C:18]([S:20]([C:23]([F:24])([F:25])[F:26])(=[O:22])=[O:21])[CH:17]=[CH:16][C:14]=1[NH:15][C:4](=[O:6])[C:3]1[C:7]([CH3:11])=[CH:8][CH:9]=[CH:10][C:2]=1[OH:1], predict the reactants needed to synthesize it. The reactants are: [OH:1][C:2]1[CH:10]=[CH:9][CH:8]=[C:7]([CH3:11])[C:3]=1[C:4]([OH:6])=O.[Cl:12][C:13]1[CH:19]=[C:18]([S:20]([C:23]([F:26])([F:25])[F:24])(=[O:22])=[O:21])[CH:17]=[CH:16][C:14]=1[NH2:15].